From a dataset of Forward reaction prediction with 1.9M reactions from USPTO patents (1976-2016). Predict the product of the given reaction. (1) Given the reactants [Cl:1][C:2]1[CH:3]=[CH:4][C:5]([O:8][C:9]2[CH:10]=[C:11]([C@H:15]3[CH2:19][C:18]4([CH2:24][CH2:23][N:22](C(OC(C)(C)C)=O)[CH2:21][CH2:20]4)[O:17][CH2:16]3)[CH:12]=[CH:13][CH:14]=2)=[N:6][CH:7]=1.Cl.O1CCOCC1, predict the reaction product. The product is: [ClH:1].[Cl:1][C:2]1[CH:3]=[CH:4][C:5]([O:8][C:9]2[CH:10]=[C:11]([C@H:15]3[CH2:19][C:18]4([CH2:24][CH2:23][NH:22][CH2:21][CH2:20]4)[O:17][CH2:16]3)[CH:12]=[CH:13][CH:14]=2)=[N:6][CH:7]=1. (2) Given the reactants BrC1C2NC(CCl)=NC=2C=CC=1.C(OC(N(CC1C=CC=CN=1)CC1C=CC(CNC2C3N=CC=CC=3CCC2)=CC=1)=O)(C)(C)C.C(N(C(C)C)CC)(C)C.C(OC([N:63]([CH2:94][C:95]1[CH:100]=[CH:99][CH:98]=[CH:97][N:96]=1)[CH2:64][C:65]1[CH:70]=[CH:69][C:68]([CH2:71][N:72]([CH2:83][C:84]2[NH:85][C:86]3[C:92]([Br:93])=[CH:91][CH:90]=[CH:89][C:87]=3[N:88]=2)[CH:73]2[C:82]3[N:81]=[CH:80][CH:79]=[CH:78][C:77]=3[CH2:76][CH2:75][CH2:74]2)=[CH:67][CH:66]=1)=O)(C)(C)C, predict the reaction product. The product is: [N:96]1[CH:97]=[CH:98][CH:99]=[CH:100][C:95]=1[CH2:94][NH:63][CH2:64][C:65]1[CH:70]=[CH:69][C:68]([CH2:71][N:72]([CH2:83][C:84]2[NH:85][C:86]3[C:92]([Br:93])=[CH:91][CH:90]=[CH:89][C:87]=3[N:88]=2)[CH:73]2[C:82]3[N:81]=[CH:80][CH:79]=[CH:78][C:77]=3[CH2:76][CH2:75][CH2:74]2)=[CH:67][CH:66]=1. (3) Given the reactants [N+:1]([C:4]1[NH:8][C:7](C(OC)=O)=[CH:6][C:5]=1C1C2C(=CC=CC=2)N=CC=1)([O-])=O.CO.CO[C:27]1[CH:32]=CC(C(C=O)C=O)=C[CH:28]=1, predict the reaction product. The product is: [N:1]1[C:4]2[N:8]([CH:7]=[CH:6][CH:5]=2)[CH:28]=[CH:27][CH:32]=1. (4) Given the reactants C(/N=[CH:6]/[C:7]1[C:12]([F:13])=[CH:11][CH:10]=[CH:9][C:8]=1[CH2:14][CH3:15])CCC.S(=O)(=O)(O)[OH:17], predict the reaction product. The product is: [CH2:14]([C:8]1[CH:9]=[CH:10][CH:11]=[C:12]([F:13])[C:7]=1[CH:6]=[O:17])[CH3:15].